Dataset: Full USPTO retrosynthesis dataset with 1.9M reactions from patents (1976-2016). Task: Predict the reactants needed to synthesize the given product. (1) The reactants are: Cl[C:2]1[N:7]=[CH:6][N:5]=[C:4]([O:8][C:9]2[CH:15]=[CH:14][C:12]([NH2:13])=[CH:11][CH:10]=2)[CH:3]=1.CCO.[NH3:19]. Given the product [NH2:13][C:12]1[CH:14]=[CH:15][C:9]([O:8][C:4]2[CH:3]=[C:2]([NH2:19])[N:7]=[CH:6][N:5]=2)=[CH:10][CH:11]=1, predict the reactants needed to synthesize it. (2) The reactants are: [OH:1][N:2]=[C:3]([C:14]#[N:15])[C:4]1[CH:9]=[CH:8][C:7]([O:10][CH3:11])=[C:6]([O:12][CH3:13])[CH:5]=1.[CH2:16]([S:24](Cl)(=[O:26])=[O:25])[CH2:17][CH2:18][CH2:19][CH2:20][CH2:21][CH2:22][CH3:23].C(N(CC)CC)C. Given the product [CH2:16]([S:24]([O:1][N:2]=[C:3]([C:14]#[N:15])[C:4]1[CH:9]=[CH:8][C:7]([O:10][CH3:11])=[C:6]([O:12][CH3:13])[CH:5]=1)(=[O:26])=[O:25])[CH2:17][CH2:18][CH2:19][CH2:20][CH2:21][CH2:22][CH3:23], predict the reactants needed to synthesize it. (3) Given the product [C:37]1([C:23]2[CH:22]=[C:21]([C:18]([CH3:20])([NH:17][C:5]([NH2:45])=[O:11])[CH3:19])[CH:26]=[CH:25][C:24]=2[NH:27][C:28]([C:30]2[NH:31][CH:32]=[C:33]([C:35]#[N:36])[N:34]=2)=[O:29])[CH2:42][CH2:41][CH2:40][CH2:39][CH:38]=1, predict the reactants needed to synthesize it. The reactants are: ClC(Cl)(O[C:5](=[O:11])OC(Cl)(Cl)Cl)Cl.C(O)(=O)C.[NH2:17][C:18]([C:21]1[CH:26]=[CH:25][C:24]([NH:27][C:28]([C:30]2[NH:31][CH:32]=[C:33]([C:35]#[N:36])[N:34]=2)=[O:29])=[C:23]([C:37]2[CH2:42][CH2:41][CH2:40][CH2:39][CH:38]=2)[CH:22]=1)([CH3:20])[CH3:19].CC[N:45](C(C)C)C(C)C. (4) Given the product [CH3:9][O:8][C:5]1[N:4]=[CH:3][C:2]([C:17]2([OH:20])[CH2:18][CH2:19][C:14]3([O:13][CH2:12][CH2:11][O:10]3)[CH2:15][CH2:16]2)=[CH:7][N:6]=1, predict the reactants needed to synthesize it. The reactants are: Br[C:2]1[CH:3]=[N:4][C:5]([O:8][CH3:9])=[N:6][CH:7]=1.[O:10]1[C:14]2([CH2:19][CH2:18][C:17](=[O:20])[CH2:16][CH2:15]2)[O:13][CH2:12][CH2:11]1. (5) Given the product [F:22][C:16]1[CH:17]=[C:18]([F:21])[CH:19]=[CH:20][C:15]=1[O:14][C:12]1[CH2:13][N:9]([C@@H:4]([CH2:5][CH:6]([CH3:8])[CH3:7])[C:3]([OH:24])=[O:2])[C:10](=[O:23])[CH:11]=1, predict the reactants needed to synthesize it. The reactants are: C[O:2][C:3](=[O:24])[C@@H:4]([N:9]1[CH2:13][C:12]([O:14][C:15]2[CH:20]=[CH:19][C:18]([F:21])=[CH:17][C:16]=2[F:22])=[CH:11][C:10]1=[O:23])[CH2:5][CH:6]([CH3:8])[CH3:7].O.[OH-].[Li+].Cl. (6) Given the product [CH3:3][C@H:2]([NH2:1])[C:4]([OH:6])=[O:5].[CH:11]1[C:10]([CH2:9][C@H:8]([NH2:7])[C:17]([OH:19])=[O:18])=[CH:15][CH:14]=[C:13]([OH:16])[CH:12]=1.[CH2:27]([CH2:26][C@H:25]([NH2:24])[C:31]([OH:33])=[O:32])[CH2:28][CH2:29][NH2:30].[CH2:47]([C@H:48]([NH2:52])[C:49]([OH:51])=[O:50])[CH2:46][C:44]([OH:45])=[O:43], predict the reactants needed to synthesize it. The reactants are: [NH2:1][C@H:2]([C:4]([OH:6])=[O:5])[CH3:3].[NH2:7][C@H:8]([C:17]([OH:19])=[O:18])[CH2:9][C:10]1[CH:15]=[CH:14][C:13]([OH:16])=[CH:12][CH:11]=1.FC(F)(F)C([NH:24][C@H:25]([C:31]([OH:33])=[O:32])[CH2:26][CH2:27][CH2:28][CH2:29][NH2:30])=O.C1C=CC(C[O:43][C:44]([CH2:46][CH2:47][C@H:48]([NH2:52])[C:49]([OH:51])=[O:50])=[O:45])=CC=1.C(NCC)C. (7) Given the product [F:26][C:25]([F:27])([F:28])[C:20]1[CH:21]=[CH:22][CH:23]=[CH:24][C:19]=1[C:17]#[C:18][C:2]1[CH:11]=[CH:10][N:9]=[C:8]2[C:3]=1[C:4]1[CH:16]=[CH:15][CH:14]=[CH:13][C:5]=1[C:6](=[O:12])[NH:7]2, predict the reactants needed to synthesize it. The reactants are: Cl[C:2]1[CH:11]=[CH:10][N:9]=[C:8]2[C:3]=1[C:4]1[CH:16]=[CH:15][CH:14]=[CH:13][C:5]=1[C:6](=[O:12])[NH:7]2.[C:17]([C:19]1[CH:24]=[CH:23][CH:22]=[CH:21][C:20]=1[C:25]([F:28])([F:27])[F:26])#[CH:18]. (8) Given the product [CH2:15]([O:17][C:18](=[O:47])[CH2:19][CH2:20][N:21]([S:22]([C:25]1[CH:30]=[CH:29][C:28]([O:31][C:32]2[CH:37]=[CH:36][C:35]([F:38])=[CH:34][CH:33]=2)=[CH:27][CH:26]=1)(=[O:24])=[O:23])[C:39]1([C:44](=[O:45])[NH:2][OH:3])[CH2:43][CH2:42][CH2:41][CH2:40]1)[CH3:16], predict the reactants needed to synthesize it. The reactants are: Cl.[NH2:2][OH:3].N1C=CC=CC=1.C[Si](Cl)(C)C.[CH2:15]([O:17][C:18](=[O:47])[CH2:19][CH2:20][N:21]([C:39]1([C:44](Cl)=[O:45])[CH2:43][CH2:42][CH2:41][CH2:40]1)[S:22]([C:25]1[CH:30]=[CH:29][C:28]([O:31][C:32]2[CH:37]=[CH:36][C:35]([F:38])=[CH:34][CH:33]=2)=[CH:27][CH:26]=1)(=[O:24])=[O:23])[CH3:16].Cl.